Dataset: Full USPTO retrosynthesis dataset with 1.9M reactions from patents (1976-2016). Task: Predict the reactants needed to synthesize the given product. (1) Given the product [CH2:18]([N:20]1[CH2:2][CH:3]2[CH:4]([CH:5]2[C:6]2[CH:11]=[CH:10][CH:9]=[C:8]([F:12])[CH:7]=2)[C:13]1=[O:15])[CH3:19], predict the reactants needed to synthesize it. The reactants are: Cl[CH2:2][CH:3]1[CH:5]([C:6]2[CH:11]=[CH:10][CH:9]=[C:8]([F:12])[CH:7]=2)[CH:4]1[C:13]([O:15]CC)=O.[CH2:18]([NH2:20])[CH3:19]. (2) Given the product [CH2:7]([O:15][C:16]1[C:25]2[C:20](=[CH:21][CH:22]=[CH:23][CH:24]=2)[CH:19]=[C:18]([C:26]([O:28][CH2:29][CH3:30])=[O:27])[CH:17]=1)[C:8]1[CH:13]=[CH:12][CH:11]=[CH:10][CH:9]=1, predict the reactants needed to synthesize it. The reactants are: C(=O)([O-])[O-].[K+].[K+].[CH2:7](Br)[C:8]1[CH:13]=[CH:12][CH:11]=[CH:10][CH:9]=1.[OH:15][C:16]1[C:25]2[C:20](=[CH:21][CH:22]=[CH:23][CH:24]=2)[CH:19]=[C:18]([C:26]([O:28][CH2:29][CH3:30])=[O:27])[CH:17]=1. (3) Given the product [C:57]([C:45]1[N:46]=[C:47]([C:49]2[C:54]([F:55])=[CH:53][CH:52]=[CH:51][C:50]=2[F:56])[O:48][C:44]=1[NH:59][C:60]1[CH:82]=[CH:81][C:63]([C:64]([NH:66][CH2:67][CH:68]2[CH2:69][CH2:70][N:71]([C:74]([O:76][C:77]([CH3:78])([CH3:79])[CH3:80])=[O:75])[CH2:72][CH2:73]2)=[O:65])=[CH:62][CH:61]=1)#[N:58], predict the reactants needed to synthesize it. The reactants are: CC1(C)C2C=CC=C(P(C3C=CC=CC=3)C3C=CC=CC=3)C=2OC2C1=CC=CC=2P(C1C=CC=CC=1)C1C=CC=CC=1.Br[C:44]1[O:48][C:47]([C:49]2[C:54]([F:55])=[CH:53][CH:52]=[CH:51][C:50]=2[F:56])=[N:46][C:45]=1[C:57]#[N:58].[NH2:59][C:60]1[CH:82]=[CH:81][C:63]([C:64]([NH:66][CH2:67][CH:68]2[CH2:73][CH2:72][N:71]([C:74]([O:76][C:77]([CH3:80])([CH3:79])[CH3:78])=[O:75])[CH2:70][CH2:69]2)=[O:65])=[CH:62][CH:61]=1.C(=O)([O-])[O-].[Cs+].[Cs+]. (4) Given the product [CH2:24]([NH:26][C:27](=[O:44])[C:28]1[CH:33]=[CH:32][C:31]([C:2]2[CH:7]=[CH:6][C:5]([O:8][CH:9]3[CH2:12][N:11]([CH2:13][C:14]4[CH:19]=[CH:18][C:17]([C:20]([F:23])([F:22])[F:21])=[CH:16][CH:15]=4)[CH2:10]3)=[CH:4][N:3]=2)=[CH:30][C:29]=1[CH3:43])[CH3:25], predict the reactants needed to synthesize it. The reactants are: Br[C:2]1[CH:7]=[CH:6][C:5]([O:8][CH:9]2[CH2:12][N:11]([CH2:13][C:14]3[CH:19]=[CH:18][C:17]([C:20]([F:23])([F:22])[F:21])=[CH:16][CH:15]=3)[CH2:10]2)=[CH:4][N:3]=1.[CH2:24]([NH:26][C:27](=[O:44])[C:28]1[CH:33]=[CH:32][C:31](B2OC(C)(C)C(C)(C)O2)=[CH:30][C:29]=1[CH3:43])[CH3:25]. (5) Given the product [F:13][C:14]1[CH:31]=[CH:30][C:17]([CH2:18][CH:19]2[CH2:20][CH2:21][N:22]([C:25](=[O:29])[C:26]([NH:1][C:2]3[CH:12]=[CH:11][C:5]4[NH:6][C:7](=[O:10])[CH2:8][O:9][C:4]=4[CH:3]=3)=[O:27])[CH2:23][CH2:24]2)=[CH:16][CH:15]=1, predict the reactants needed to synthesize it. The reactants are: [NH2:1][C:2]1[CH:12]=[CH:11][C:5]2[NH:6][C:7](=[O:10])[CH2:8][O:9][C:4]=2[CH:3]=1.[F:13][C:14]1[CH:31]=[CH:30][C:17]([CH2:18][CH:19]2[CH2:24][CH2:23][N:22]([C:25](=[O:29])[C:26](O)=[O:27])[CH2:21][CH2:20]2)=[CH:16][CH:15]=1. (6) Given the product [Cl:1][C:2]1[CH:10]=[C:9]2[C:5]([C:6]([C:14]3[N:15]([CH2:25][C:26]4[CH:40]=[CH:38][C:2]([Cl:1])=[CH:3][CH:4]=4)[CH:16]=[N:17][C:18]=3[C:19]3[CH:24]=[CH:23][CH:22]=[CH:21][CH:20]=3)=[C:7]([C:11]#[N:13])[NH:8]2)=[CH:4][CH:3]=1, predict the reactants needed to synthesize it. The reactants are: [Cl:1][C:2]1[CH:10]=[C:9]2[C:5]([C:6]([C:14]3[N:15]([CH2:25][CH2:26]C(C)(C)C)[CH:16]=[N:17][C:18]=3[C:19]3[CH:24]=[CH:23][CH:22]=[CH:21][CH:20]=3)=[C:7]([C:11]([NH2:13])=O)[NH:8]2)=[CH:4][CH:3]=1.C(O[C:38]([C:40](F)(F)F)=O)(C(F)(F)F)=O. (7) Given the product [F:3][C:4]1[CH:5]=[CH:6][C:7]([C:10]2[N:14]=[N:13][N:12]([CH3:15])[C:11]=2[CH2:16][O:17][C:18]2[CH:22]=[C:21]([C:23]([OH:25])=[O:24])[O:20][N:19]=2)=[CH:8][CH:9]=1, predict the reactants needed to synthesize it. The reactants are: [OH-].[Na+].[F:3][C:4]1[CH:9]=[CH:8][C:7]([C:10]2[N:14]=[N:13][N:12]([CH3:15])[C:11]=2[CH2:16][O:17][C:18]2[CH:22]=[C:21]([C:23]([O:25]C)=[O:24])[O:20][N:19]=2)=[CH:6][CH:5]=1. (8) Given the product [C:1]([C:3]1[C:11]2[C:6](=[CH:7][CH:8]=[C:9]([NH:12][C:13]3[N:18]=[C:17]([NH:19][CH2:20][CH3:21])[C:16]4=[N:31][CH:32]=[C:33]([C:34]#[N:35])[N:15]4[N:14]=3)[CH:10]=2)[N:5]([CH:36]2[CH2:41][CH2:40][N:39]([CH2:50][C@@H:49]([OH:55])[CH3:54])[CH2:38][CH2:37]2)[CH:4]=1)#[N:2], predict the reactants needed to synthesize it. The reactants are: [C:1]([C:3]1[C:11]2[C:6](=[CH:7][CH:8]=[C:9]([NH:12][C:13]3[N:18]=[C:17]([N:19](CC)[CH2:20][C:21]4C=CC(OC)=CC=4)[C:16]4=[N:31][CH:32]=[C:33]([C:34]#[N:35])[N:15]4[N:14]=3)[CH:10]=2)[N:5]([CH:36]2[CH2:41][CH2:40][N:39](C(OC(C)(C)C)=O)[CH2:38][CH2:37]2)[CH:4]=1)#[N:2].[C:49]1([O:55]C)[CH:54]=CC=C[CH:50]=1.C(O)(C(F)(F)F)=O. (9) The reactants are: [NH:1]1[C:5]([C:6]([OH:8])=[O:7])=[CH:4][C:3]([C:9]([OH:11])=O)=[N:2]1.[CH2:12]([O:14][C:15](=[O:27])[CH2:16][C@H:17]([NH2:26])[CH2:18][C:19]1[CH:24]=[CH:23][CH:22]=[CH:21][C:20]=1[Cl:25])[CH3:13].CN(C(ON1N=N[C:38]2C=CC=N[C:37]1=2)=[N+](C)C)C.F[P-](F)(F)(F)(F)F.CCN(C(C)C)C(C)C.OS(O)(=O)=O. Given the product [CH2:37]([O:8][C:6]([C:5]1[NH:1][N:2]=[C:3]([C:9](=[O:11])[NH:26][C@H:17]([CH2:18][C:19]2[CH:24]=[CH:23][CH:22]=[CH:21][C:20]=2[Cl:25])[CH2:16][C:15]([O:14][CH2:12][CH3:13])=[O:27])[CH:4]=1)=[O:7])[CH3:38], predict the reactants needed to synthesize it.